This data is from Catalyst prediction with 721,799 reactions and 888 catalyst types from USPTO. The task is: Predict which catalyst facilitates the given reaction. (1) Reactant: [I:1][C:2]1[C:3](=[O:20])[C:4]2[C:5]([O:12][C:13]=1[C:14]1[CH:19]=[CH:18][CH:17]=[CH:16][CH:15]=1)=[C:6]([O:10]C)[N:7]=[CH:8][CH:9]=2. Product: [I:1][C:2]1[C:3](=[O:20])[C:4]2[CH:9]=[CH:8][NH:7][C:6](=[O:10])[C:5]=2[O:12][C:13]=1[C:14]1[CH:19]=[CH:18][CH:17]=[CH:16][CH:15]=1. The catalyst class is: 844. (2) Reactant: [CH2:1]([N:3]1[C:7]2[CH:8]=[CH:9][C:10]([C:12]([OH:14])=O)=[CH:11][C:6]=2[N:5]=[C:4]1[NH:15][C:16]1[S:17][C:18]2[CH:24]=[C:23]([O:25][C:26]([F:29])([F:28])[F:27])[CH:22]=[CH:21][C:19]=2[N:20]=1)[CH3:2].[CH2:30]([O:32][CH2:33][CH2:34][NH2:35])[CH3:31].C1C=CC(P(N=[N+]=[N-])(C2C=CC=CC=2)=O)=CC=1.CCN(C(C)C)C(C)C. Product: [CH2:30]([O:32][CH2:33][CH2:34][NH:35][C:12]([C:10]1[CH:9]=[CH:8][C:7]2[N:3]([CH2:1][CH3:2])[C:4]([NH:15][C:16]3[S:17][C:18]4[CH:24]=[C:23]([O:25][C:26]([F:28])([F:29])[F:27])[CH:22]=[CH:21][C:19]=4[N:20]=3)=[N:5][C:6]=2[CH:11]=1)=[O:14])[CH3:31]. The catalyst class is: 3. (3) Reactant: [CH2:1]([C:4]1([C:10]2[CH:15]=[CH:14][CH:13]=[CH:12][CH:11]=2)[CH2:9][CH2:8][CH2:7][CH2:6][O:5]1)[CH:2]=[CH2:3].[OH2:16].[OH-].[Na+].OO. Product: [C:10]1([C:4]2([CH2:1][CH2:2][CH2:3][OH:16])[CH2:9][CH2:8][CH2:7][CH2:6][O:5]2)[CH:15]=[CH:14][CH:13]=[CH:12][CH:11]=1. The catalyst class is: 1.